The task is: Regression/Classification. Given a drug SMILES string, predict its absorption, distribution, metabolism, or excretion properties. Task type varies by dataset: regression for continuous measurements (e.g., permeability, clearance, half-life) or binary classification for categorical outcomes (e.g., BBB penetration, CYP inhibition). Dataset: cyp2c19_veith.. This data is from CYP2C19 inhibition data for predicting drug metabolism from PubChem BioAssay. (1) The drug is Fc1ccc(C(OCCCc2cnc[nH]2)c2ccc(F)cc2)cc1. The result is 1 (inhibitor). (2) The molecule is CCCCN1CCC[C@@H]1CNC(=O)c1cc(C#N)c2ccccc2c1OC. The result is 0 (non-inhibitor).